From a dataset of Forward reaction prediction with 1.9M reactions from USPTO patents (1976-2016). Predict the product of the given reaction. (1) Given the reactants FC(F)(F)C(O)=O.[CH3:8][CH:9](C)[CH2:10][CH:11]([C:24]1[CH:32]=[CH:31][C:27]([C:28](O)=[O:29])=[CH:26][CH:25]=1)[NH:12][C:13]1[C:22]([CH3:23])=[CH:21][C:20]2[C:15](=[CH:16][CH:17]=[CH:18][CH:19]=2)[N:14]=1.Cl.[CH2:35]([O:37][C:38](=[O:42])[CH2:39][CH2:40][NH2:41])[CH3:36].O.ON1C2C=CC=CC=2N=N1.C(N(CC)CC)C.Cl.CN(C)CCCN=C=NCC, predict the reaction product. The product is: [CH3:23][C:22]1[C:13]([NH:12][CH:11]([C:24]2[CH:25]=[CH:26][C:27]([C:28]([NH:41][CH2:40][CH2:39][C:38]([O:37][CH2:35][CH3:36])=[O:42])=[O:29])=[CH:31][CH:32]=2)[CH2:10][CH2:9][CH3:8])=[N:14][C:15]2[C:20]([CH:21]=1)=[CH:19][CH:18]=[CH:17][CH:16]=2. (2) Given the reactants [CH3:1][C:2]1([CH3:22])[CH:6]([C:7]2[CH:12]=[CH:11][C:10]([CH3:13])=[CH:9][CH:8]=2)[C:5]2[C:14]([CH3:21])=[C:15]([NH2:20])[C:16]([CH3:19])=[C:17]([CH3:18])[C:4]=2[O:3]1.[CH3:23][O:24][C:25]1[CH:33]=[CH:32][C:28]([C:29](Cl)=[O:30])=[CH:27][CH:26]=1, predict the reaction product. The product is: [CH3:23][O:24][C:25]1[CH:33]=[CH:32][C:28]([C:29]([NH:20][C:15]2[C:16]([CH3:19])=[C:17]([CH3:18])[C:4]3[O:3][C:2]([CH3:22])([CH3:1])[CH:6]([C:7]4[CH:8]=[CH:9][C:10]([CH3:13])=[CH:11][CH:12]=4)[C:5]=3[C:14]=2[CH3:21])=[O:30])=[CH:27][CH:26]=1. (3) Given the reactants C(O[C:9]([NH:11][C:12]1[CH:13]=[CH:14][C:15]([N:19]2[CH:23]=[CH:22][N:21]=[C:20]2[CH3:24])=[C:16]([F:18])[CH:17]=1)=O)C1C=CC=CC=1.C([Li])CCC.[CH2:30]([O:34][C:35](=[O:39])CCC)[C@@H:31]1[O:33]C1.C(=O)(O)[O-].[Na+], predict the reaction product. The product is: [F:18][C:16]1[CH:17]=[C:12]([N:11]2[CH2:9][C@H:30]([CH2:31][OH:33])[O:34][C:35]2=[O:39])[CH:13]=[CH:14][C:15]=1[N:19]1[CH:23]=[CH:22][N:21]=[C:20]1[CH3:24]. (4) The product is: [C:26]([C:24]1[CH:25]=[C:20]([C:16]2[CH:17]=[CH:18][CH:19]=[C:14]([CH:11]3[CH2:12][CH2:13][NH:8][CH2:9][CH2:10]3)[N:15]=2)[CH:21]=[C:22]([C:32]([CH3:35])([CH3:34])[CH3:33])[C:23]=1[O:30][CH3:31])([CH3:27])([CH3:28])[CH3:29]. Given the reactants C(OC([N:8]1[CH2:13][CH2:12][CH:11]([C:14]2[CH:19]=[CH:18][CH:17]=[C:16]([C:20]3[CH:25]=[C:24]([C:26]([CH3:29])([CH3:28])[CH3:27])[C:23]([O:30][CH3:31])=[C:22]([C:32]([CH3:35])([CH3:34])[CH3:33])[CH:21]=3)[N:15]=2)[CH2:10][CH2:9]1)=O)(C)(C)C.C(C(O)=O)(F)(F)F, predict the reaction product. (5) Given the reactants [C:1]([O:6][CH:7]([O:9][CH2:10][CH2:11][CH2:12][CH3:13])[CH3:8])(=[O:5])[C:2]([CH3:4])=[CH2:3].[C:14]([O:19][CH2:20][C:21]1[CH:26]=[CH:25][CH:24]=[CH:23][CH:22]=1)(=[O:18])[C:15]([CH3:17])=[CH2:16].[C:27]([OH:32])(=[O:31])[C:28]([CH3:30])=[CH2:29].N(C(C)(CC)C([O-])=O)=NC(C)(CC)C([O-])=O, predict the reaction product. The product is: [C:7]([O:9][CH:10]([CH3:11])[CH2:14][O:19][CH3:20])(=[O:6])[CH3:8].[C:1]([O:6][CH:7]([O:9][CH2:10][CH2:11][CH2:12][CH3:13])[CH3:8])(=[O:5])[C:2]([CH3:4])=[CH2:3].[C:14]([O:19][CH2:20][C:21]1[CH:22]=[CH:23][CH:24]=[CH:25][CH:26]=1)(=[O:18])[C:15]([CH3:17])=[CH2:16].[C:27]([OH:32])(=[O:31])[C:28]([CH3:30])=[CH2:29]. (6) Given the reactants [Br:1][C:2]1[C:10]2[O:9][C:8]([CH3:11])=[N:7][C:6]=2[C:5]([CH2:12][OH:13])=[CH:4][CH:3]=1, predict the reaction product. The product is: [Br:1][C:2]1[CH:3]=[CH:4][C:5]([CH:12]=[O:13])=[C:6]2[C:10]=1[O:9][C:8]([CH3:11])=[N:7]2. (7) The product is: [CH3:26][N:27]([C:28]1[CH:33]=[CH:32][CH:31]=[CH:30][C:29]=1[CH3:34])[C:8]([C:5]1[C:4]([NH:11][S:12]([C:15]2[CH:20]=[CH:19][C:18]([Cl:21])=[C:17]([C:22]([F:25])([F:23])[F:24])[CH:16]=2)(=[O:13])=[O:14])=[CH:3][C:2]([Cl:1])=[CH:7][N:6]=1)=[O:9]. Given the reactants [Cl:1][C:2]1[CH:3]=[C:4]([NH:11][S:12]([C:15]2[CH:20]=[CH:19][C:18]([Cl:21])=[C:17]([C:22]([F:25])([F:24])[F:23])[CH:16]=2)(=[O:14])=[O:13])[C:5]([C:8](O)=[O:9])=[N:6][CH:7]=1.[CH3:26][NH:27][C:28]1[CH:33]=[CH:32][CH:31]=[CH:30][C:29]=1[CH3:34].F[P-](F)(F)(F)(F)F.N1(O[P+](N(C)C)(N(C)C)N(C)C)C2C=CC=CC=2N=N1.CCN(C(C)C)C(C)C, predict the reaction product. (8) Given the reactants [CH2:1]([O:4][C:5]1[CH:39]=[C:38]([C:40]([N:42]([CH2:44][C:45]2[C:58]3[C:53](=[CH:54][CH:55]=[CH:56][CH:57]=3)[C:52]([CH2:59][N:60](C)[C:61](=O)OC(C)(C)C)=[C:51]3[C:46]=2[CH:47]=[CH:48][CH:49]=[CH:50]3)[CH3:43])=[O:41])[CH:37]=[CH:36][C:6]=1[C:7]([N:9]([CH2:11][C:12]1[C:25]2[C:20](=[CH:21][CH:22]=[CH:23][CH:24]=2)[C:19]([CH2:26][N:27](C)[C:28](=O)OC(C)(C)C)=[C:18]2[C:13]=1[CH:14]=[CH:15][CH:16]=[CH:17]2)[CH3:10])=[O:8])[C:2]#[CH:3].FC(F)(F)C(O)=O, predict the reaction product. The product is: [CH3:10][N:9]([CH2:11][C:12]1[C:25]2[C:20](=[CH:21][CH:22]=[CH:23][CH:24]=2)[C:19]([CH2:26][NH:27][CH3:28])=[C:18]2[C:13]=1[CH:14]=[CH:15][CH:16]=[CH:17]2)[C:7](=[O:8])[C:6]1[CH:36]=[CH:37][C:38]([C:40]([N:42]([CH3:43])[CH2:44][C:45]2[C:46]3[C:51](=[CH:50][CH:49]=[CH:48][CH:47]=3)[C:52]([CH2:59][NH:60][CH3:61])=[C:53]3[C:58]=2[CH:57]=[CH:56][CH:55]=[CH:54]3)=[O:41])=[CH:39][C:5]=1[O:4][CH2:1][C:2]#[CH:3].